Dataset: Reaction yield outcomes from USPTO patents with 853,638 reactions. Task: Predict the reaction yield, written as a fraction of the theoretical maximum amount of product (1.0 means a 100% yield; for example, 0.34 means a 34% yield). (1) The reactants are F[C:2]1[C:7]([C:8]2[N:16]=[C:15]([CH3:17])[N:14]=[C:13]3[C:9]=2[N:10]=[CH:11][N:12]3C2CCCCO2)=[CH:6][CH:5]=[CH:4][N:3]=1.N[C:25]1[NH:26][C:27]2[C:32]([CH:33]=1)=[CH:31][CH:30]=[CH:29][CH:28]=2.Cl.[NH3:35]. The catalyst is CCO.CO. The product is [CH3:17][C:15]1[N:14]=[C:13]2[C:9]([N:10]=[CH:11][NH:12]2)=[C:8]([C:7]2[C:2]([NH:35][C:31]3[C:32]4[CH:33]=[CH:25][NH:26][C:27]=4[CH:28]=[CH:29][CH:30]=3)=[N:3][CH:4]=[CH:5][CH:6]=2)[N:16]=1. The yield is 0.0500. (2) The reactants are [CH2:1]([O:4][C:5]1[CH:6]=[C:7]([OH:12])[CH:8]=[C:9]([OH:11])[CH:10]=1)[CH2:2][CH3:3].[C:13](=[O:16])([O-])[O-].[K+].[K+].Br[CH2:20][CH2:21][CH2:22]OC.Cl. The catalyst is CN(C=O)C. The product is [CH3:13][O:16][CH2:3][CH2:2][CH2:1][O:4][C:5]1[CH:10]=[C:9]([OH:11])[CH:8]=[C:7]([O:12][CH2:20][CH2:21][CH3:22])[CH:6]=1. The yield is 0.320.